The task is: Regression. Given a peptide amino acid sequence and an MHC pseudo amino acid sequence, predict their binding affinity value. This is MHC class I binding data.. This data is from Peptide-MHC class I binding affinity with 185,985 pairs from IEDB/IMGT. (1) The peptide sequence is HTAWDSHWV. The MHC is HLA-A69:01 with pseudo-sequence HLA-A69:01. The binding affinity (normalized) is 0.834. (2) The peptide sequence is VLQWASLAV. The MHC is HLA-B57:01 with pseudo-sequence HLA-B57:01. The binding affinity (normalized) is 0. (3) The peptide sequence is VEMGIKNGP. The MHC is HLA-B48:01 with pseudo-sequence YYSEYREISTNTYESNLYLSYNYYSLAVLAYEWY. The binding affinity (normalized) is 0.0847. (4) The peptide sequence is LFRAAVCTRGV. The MHC is Patr-A0901 with pseudo-sequence Patr-A0901. The binding affinity (normalized) is 0.158. (5) The peptide sequence is ESSDDELPY. The MHC is HLA-A01:01 with pseudo-sequence HLA-A01:01. The binding affinity (normalized) is 0.872. (6) The MHC is HLA-A03:01 with pseudo-sequence HLA-A03:01. The peptide sequence is RRRQWASCM. The binding affinity (normalized) is 0.0847. (7) The peptide sequence is ATPQDLNTM. The MHC is HLA-A69:01 with pseudo-sequence HLA-A69:01. The binding affinity (normalized) is 0.0847. (8) The peptide sequence is MMFDAMGAL. The MHC is HLA-B58:01 with pseudo-sequence HLA-B58:01. The binding affinity (normalized) is 0.0847.